From a dataset of Catalyst prediction with 721,799 reactions and 888 catalyst types from USPTO. Predict which catalyst facilitates the given reaction. (1) Reactant: [F:1][C:2]1[CH:3]=[CH:4][C:5]2[NH:9][C:8](=[O:10])[N:7]([CH:11]([CH3:13])[CH3:12])[C:6]=2[CH:14]=1.C(N(CC)CC)C.S([O:32][C:33]1([CH2:39][N:40]2[CH2:45][CH2:44][CH:43]([CH2:46][NH2:47])[CH2:42][CH2:41]2)[CH2:38][CH2:37][O:36][CH2:35][CH2:34]1)(C1C=CC(C)=CC=1)(=O)=O.[C:48](OCC)(=[O:50])C. Product: [F:1][C:2]1[CH:3]=[CH:4][C:5]2[N:9]([C:48]([NH:47][CH2:46][CH:43]3[CH2:42][CH2:41][N:40]([CH2:39][C:33]4([OH:32])[CH2:34][CH2:35][O:36][CH2:37][CH2:38]4)[CH2:45][CH2:44]3)=[O:50])[C:8](=[O:10])[N:7]([CH:11]([CH3:12])[CH3:13])[C:6]=2[CH:14]=1. The catalyst class is: 4. (2) Reactant: [C:1]([CH2:4][C:5]1[CH:13]=[C:12]([Br:14])[C:11]([O:15][CH3:16])=[CH:10][C:6]=1[C:7](O)=[O:8])(O)=[O:2].[NH2:17]C(N)=O. Product: [Br:14][C:12]1[CH:13]=[C:5]2[C:6](=[CH:10][C:11]=1[O:15][CH3:16])[C:7](=[O:8])[NH:17][C:1](=[O:2])[CH2:4]2. The catalyst class is: 6. (3) Reactant: [N:1]1[CH:6]=[CH:5][CH:4]=[CH:3][C:2]=1[CH2:7]O.C(N(CC)CC)C.[CH3:16][S:17](Cl)(=[O:19])=[O:18]. Product: [CH3:16][S:17]([CH2:7][C:2]1[CH:3]=[CH:4][CH:5]=[CH:6][N:1]=1)(=[O:19])=[O:18]. The catalyst class is: 2. (4) Reactant: [CH3:1][C@@H:2]([OH:71])[C@@H:3]1[NH:27][C:25](=[O:26])[C@H:24]([CH2:28][CH2:29][CH2:30][CH2:31][NH2:32])[NH:23][C:21](=[O:22])[C@@H:20]([CH2:33][C:34]2[C:38]3[CH:39]=[CH:40][CH:41]=[CH:42][C:37]=3[NH:36][CH:35]=2)[NH:19][C:17](=[O:18])[C@H:16]([CH2:43][C:44]2[CH:45]=[CH:46][CH:47]=[CH:48][CH:49]=2)[NH:15][C:13](=[O:14])[C@@H:12]([NH:50][C:51]([C@H:53]([NH2:61])[CH2:54][C:55]2[CH:56]=[CH:57][CH:58]=[CH:59][CH:60]=2)=[O:52])[CH2:11][S:10][S:9][CH2:8][C@@H:7]([C:62]([NH:64][C@@H:65]([C@H:68]([OH:70])[CH3:69])[CH2:66][OH:67])=[O:63])[NH:6][C:4]1=[O:5].Cl.Cl.[Na+].[Cl-]. Product: [CH3:1][C@@H:2]([OH:71])[C@@H:3]1[NH:27][C:25](=[O:26])[C@H:24]([CH2:28][CH2:29][CH2:30][CH2:31][NH2:32])[NH:23][C:21](=[O:22])[C@@H:20]([CH2:33][C:34]2[C:38]3[CH:39]=[CH:40][CH:41]=[CH:42][C:37]=3[NH:36][CH:35]=2)[NH:19][C:17](=[O:18])[C@H:16]([CH2:43][C:44]2[CH:49]=[CH:48][CH:47]=[CH:46][CH:45]=2)[NH:15][C:13](=[O:14])[C@@H:12]([NH:50][C:51]([C@H:53]([NH2:61])[CH2:54][C:55]2[CH:60]=[CH:59][CH:58]=[CH:57][CH:56]=2)=[O:52])[CH2:11][S:10][S:9][CH2:8][C@@H:7]([C:62]([NH:64][C@@H:65]([C@H:68]([OH:70])[CH3:69])[CH2:66][OH:67])=[O:63])[NH:6][C:4]1=[O:5]. The catalyst class is: 14. (5) Reactant: [CH3:1][C:2]1[C:11]2[NH:10]C(=O)[O:8][C:7](=O)[C:6]=2[CH:5]=[CH:4][CH:3]=1.C(O)(=O)C.[CH3:18][NH2:19].O. Product: [NH2:10][C:11]1[C:2]([CH3:1])=[CH:3][CH:4]=[CH:5][C:6]=1[C:7]([NH:19][CH3:18])=[O:8]. The catalyst class is: 13. (6) Reactant: [F:1][C:2]1[CH:16]=[C:15]([F:17])[CH:14]=[CH:13][C:3]=1[CH2:4][NH:5][CH2:6][CH2:7][CH2:8][CH2:9][CH2:10][CH2:11][CH3:12].C(N(CC)CC)C.[Br:25][CH2:26][C:27](Cl)=[O:28]. Product: [Br:25][CH2:26][C:27]([N:5]([CH2:4][C:3]1[CH:13]=[CH:14][C:15]([F:17])=[CH:16][C:2]=1[F:1])[CH2:6][CH2:7][CH2:8][CH2:9][CH2:10][CH2:11][CH3:12])=[O:28]. The catalyst class is: 2. (7) The catalyst class is: 5. Reactant: [Cl:1][C:2]1[CH:12]=[CH:11][C:10]([C:13](=O)[CH:14]=[CH:15][N:16]([CH3:18])C)=[CH:9][C:3]=1[C:4]([O:6][CH2:7][CH3:8])=[O:5].C[NH:21]N. Product: [Cl:1][C:2]1[CH:12]=[CH:11][C:10]([C:13]2[CH:14]=[CH:15][N:16]([CH3:18])[N:21]=2)=[CH:9][C:3]=1[C:4]([O:6][CH2:7][CH3:8])=[O:5]. (8) Reactant: [C:1]([NH2:4])(=[O:3])[CH3:2].[C:5]([OH:12])(=[O:11])/[CH:6]=[CH:7]/[C:8]([OH:10])=[O:9]. Product: [C:5]([OH:12])(=[O:11])/[CH:6]=[CH:7]/[C:8]([OH:10])=[O:9].[C:1]([NH2:4])(=[O:3])[CH3:2]. The catalyst class is: 5.